From a dataset of Forward reaction prediction with 1.9M reactions from USPTO patents (1976-2016). Predict the product of the given reaction. (1) Given the reactants CC1(C)C2C1COC2=O.[K].C1(=O)NC(=O)C2=CC=CC=C12.[CH3:22][C:23]1([CH3:41])[CH:25]([CH2:26][N:27]2[C:35](=[O:36])[C:34]3[C:29](=[CH:30][CH:31]=[CH:32][CH:33]=3)[C:28]2=[O:37])[CH:24]1[C:38]([O-:40])=[O:39].[K+].Cl, predict the reaction product. The product is: [CH3:22][C:23]1([CH3:41])[CH:25]([CH2:26][N:27]2[C:35](=[O:36])[C:34]3[C:29](=[CH:30][CH:31]=[CH:32][CH:33]=3)[C:28]2=[O:37])[CH:24]1[C:38]([OH:40])=[O:39]. (2) The product is: [CH2:23]([O:22][C:20](=[O:21])[C:19]([O:17][C:12]1[CH:11]=[CH:10][C:9]([O:8][CH2:1][C:2]2[CH:3]=[CH:4][CH:5]=[CH:6][CH:7]=2)=[CH:16][C:13]=1[CH:14]=[O:15])([CH3:26])[CH3:25])[CH3:24]. Given the reactants [CH2:1]([O:8][C:9]1[CH:10]=[CH:11][C:12]([OH:17])=[C:13]([CH:16]=1)[CH:14]=[O:15])[C:2]1[CH:7]=[CH:6][CH:5]=[CH:4][CH:3]=1.Br[C:19]([CH3:26])([CH3:25])[C:20]([O:22][CH2:23][CH3:24])=[O:21].C(=O)([O-])[O-].[Cs+].[Cs+], predict the reaction product. (3) Given the reactants [CH3:1][N:2]1[C:10]2[CH:9]=[CH:8][CH:7]=[C:6]3[CH2:11][CH2:12][N:13](C(OC(C)(C)C)=O)[CH2:14][C:4]([C:5]=23)=[CH:3]1.Cl.C(OCC)(=O)C.[OH-].[Na+], predict the reaction product. The product is: [CH3:1][N:2]1[C:10]2[CH:9]=[CH:8][CH:7]=[C:6]3[CH2:11][CH2:12][NH:13][CH2:14][C:4]([C:5]=23)=[CH:3]1. (4) The product is: [CH3:1][C@H:2]1[CH2:7][CH2:6][CH2:5][N:4]([CH2:27][C:22]2[CH:23]=[CH:24][CH:25]=[CH:26][N:21]=2)[C@H:3]1[C:8]1[O:12][N:11]=[C:10]([C:13]2[CH:14]=[C:15]([CH:18]=[CH:19][CH:20]=2)[C:16]#[N:17])[N:9]=1. Given the reactants [CH3:1][CH:2]1[CH2:7][CH2:6][CH2:5][NH:4][CH:3]1[C:8]1[O:12][N:11]=[C:10]([C:13]2[CH:14]=[C:15]([CH:18]=[CH:19][CH:20]=2)[C:16]#[N:17])[N:9]=1.[N:21]1[CH:26]=[CH:25][CH:24]=[CH:23][C:22]=1[CH:27]=O.C(O[BH-](OC(=O)C)OC(=O)C)(=O)C.[Na+], predict the reaction product. (5) Given the reactants ClS(O)(=O)=O.S(=O)(=O)(O)O.C(O)(=O)/C=C/C(O)=O.C(O)(=O)/C=C\C(O)=O.[N+:27]([C:30]1[CH:46]=[CH:45][CH:44]=[CH:43][C:31]=1[O:32]/[C:33](=[CH:38]\[C:39]([O:41]C)=O)/[C:34]([O:36][CH3:37])=[O:35])([O-:29])=[O:28].[N+](C1C=CC=CC=1O/C(=C/C(OC)=O)/C(OC)=O)([O-])=O, predict the reaction product. The product is: [N+:27]([C:30]1[C:31]2[O:32][C:33]([C:34]([O:36][CH3:37])=[O:35])=[CH:38][C:39](=[O:41])[C:43]=2[CH:44]=[CH:45][CH:46]=1)([O-:29])=[O:28]. (6) Given the reactants CN1CCN(C)C1=O.[Cl:9][C:10]1[CH:11]=[CH:12][C:13]2[N:19]3[C:20]([C:23]#[N:24])=[CH:21][CH:22]=[C:18]3[C@@H:17]([CH2:25][CH2:26][C:27]([O:29][CH3:30])=[O:28])[O:16][C@H:15]([C:31]3[CH:36]=[CH:35][CH:34]=[C:33]([O:37][CH3:38])[C:32]=3[O:39][CH3:40])[C:14]=2[CH:41]=1.Cl.C(N(CC)CC)C.[N-:50]=[N+:51]=[N-:52].[Na+], predict the reaction product. The product is: [Cl:9][C:10]1[CH:11]=[CH:12][C:13]2[N:19]3[C:20]([C:23]4[N:50]=[N:51][NH:52][N:24]=4)=[CH:21][CH:22]=[C:18]3[C@@H:17]([CH2:25][CH2:26][C:27]([O:29][CH3:30])=[O:28])[O:16][C@H:15]([C:31]3[CH:36]=[CH:35][CH:34]=[C:33]([O:37][CH3:38])[C:32]=3[O:39][CH3:40])[C:14]=2[CH:41]=1. (7) Given the reactants [Cl:1][C:2]1[N:10]=[C:9]([Cl:11])[CH:8]=[CH:7][C:3]=1[C:4](O)=[O:5].[BH4-].[Na+].B(F)(F)F.CCOCC, predict the reaction product. The product is: [Cl:1][C:2]1[C:3]([CH2:4][OH:5])=[CH:7][CH:8]=[C:9]([Cl:11])[N:10]=1. (8) Given the reactants [CH:1]1([NH2:4])[CH2:3][CH2:2]1.[CH2:5]([NH:10][C:11]1[C:15]2[CH:16]=[C:17]([C:20]3[CH:21]=[C:22]([CH:25]=[CH:26][CH:27]=3)[CH:23]=O)[CH:18]=[CH:19][C:14]=2[O:13][N:12]=1)[C:6]([CH3:9])([CH3:8])[CH3:7].[H-].C(B)#N.[Na+].C(=O)([O-])O.[Na+], predict the reaction product. The product is: [CH:1]1([NH:4][CH2:23][C:22]2[CH:21]=[C:20]([C:17]3[CH:18]=[CH:19][C:14]4[O:13][N:12]=[C:11]([NH:10][CH2:5][C:6]([CH3:8])([CH3:7])[CH3:9])[C:15]=4[CH:16]=3)[CH:27]=[CH:26][CH:25]=2)[CH2:3][CH2:2]1. (9) Given the reactants C1(P(C2C=CC=CC=2)C2C=CC=CC=2)C=CC=CC=1.N(C(OC(C)(C)C)=O)=NC(OC(C)(C)C)=O.[CH3:36][N:37]([CH2:39][CH2:40][OH:41])[CH3:38].O[C:43]1[CH:52]=[C:51]2[C:46]([CH2:47][CH2:48][CH:49]([C:53]([O:55][CH3:56])=[O:54])[CH2:50]2)=[CH:45][CH:44]=1.Cl, predict the reaction product. The product is: [CH3:36][N:37]([CH3:38])[CH2:39][CH2:40][O:41][C:43]1[CH:52]=[C:51]2[C:46]([CH2:47][CH2:48][CH:49]([C:53]([O:55][CH3:56])=[O:54])[CH2:50]2)=[CH:45][CH:44]=1.